Dataset: Full USPTO retrosynthesis dataset with 1.9M reactions from patents (1976-2016). Task: Predict the reactants needed to synthesize the given product. (1) Given the product [C:3]1([C:9]2[C:18]([CH2:19][OH:20])=[CH:17][C:16]3[C:11](=[CH:12][CH:13]=[CH:14][CH:15]=3)[N:10]=2)[CH:4]=[CH:5][CH:6]=[CH:7][CH:8]=1, predict the reactants needed to synthesize it. The reactants are: [BH4-].[Na+].[C:3]1([C:9]2[C:18]([CH:19]=[O:20])=[CH:17][C:16]3[C:11](=[CH:12][CH:13]=[CH:14][CH:15]=3)[N:10]=2)[CH:8]=[CH:7][CH:6]=[CH:5][CH:4]=1. (2) Given the product [N+:37]([CH2:40][C@@:9]1([CH2:12][C:13]([O:15][C:16]([CH3:17])([CH3:19])[CH3:18])=[O:14])[CH2:8][C@H:7]2[C@@H:10]1[CH:11]=[C:5]([CH:1]([CH2:3][CH3:4])[CH3:2])[CH2:6]2)([O-:39])=[O:38], predict the reactants needed to synthesize it. The reactants are: [CH:1]([C:5]1[CH2:6][C@@H:7]2[C@H:10]([CH:11]=1)[C:9](=[CH:12][C:13]([O:15][C:16]([CH3:19])([CH3:18])[CH3:17])=[O:14])[CH2:8]2)([CH2:3][CH3:4])[CH3:2].N12CCCN=C1CCCCC2.P([O-])(O)(O)=O.[K+].[N+:37]([CH3:40])([O-:39])=[O:38]. (3) Given the product [Cl:29][C:30]1[C:31]([O:42][CH3:43])=[CH:32][C:33]([O:40][CH3:41])=[C:34]([Cl:39])[C:35]=1[NH:36][C:37](=[O:38])[N:22]([C:20]1[CH:21]=[C:16]([NH:15][C:12]2[CH:13]=[CH:14][C:9]([N:6]3[CH2:7][CH2:8][N:3]([CH2:1][CH3:2])[CH2:4][CH2:5]3)=[CH:10][C:11]=2[N+:24]([O-:26])=[O:25])[N:17]=[CH:18][N:19]=1)[CH3:23], predict the reactants needed to synthesize it. The reactants are: [CH2:1]([N:3]1[CH2:8][CH2:7][N:6]([C:9]2[CH:14]=[CH:13][C:12]([NH:15][C:16]3[CH:21]=[C:20]([NH:22][CH3:23])[N:19]=[CH:18][N:17]=3)=[C:11]([N+:24]([O-:26])=[O:25])[CH:10]=2)[CH2:5][CH2:4]1)[CH3:2].[H-].[Na+].[Cl:29][C:30]1[C:35]([N:36]=[C:37]=[O:38])=[C:34]([Cl:39])[C:33]([O:40][CH3:41])=[CH:32][C:31]=1[O:42][CH3:43].[NH4+].[Cl-]. (4) Given the product [N:1]1([CH:23]([NH:17][C:15](=[O:16])[C:14]2[CH:18]=[CH:19][C:11]([Cl:10])=[CH:12][CH:13]=2)[CH2:22][C:21]([CH3:26])([CH3:25])[CH3:20])[C:5]2[CH:6]=[CH:7][CH:8]=[CH:9][C:4]=2[N:3]=[N:2]1, predict the reactants needed to synthesize it. The reactants are: [NH:1]1[C:5]2[CH:6]=[CH:7][CH:8]=[CH:9][C:4]=2[N:3]=[N:2]1.[Cl:10][C:11]1[CH:19]=[CH:18][C:14]([C:15]([NH2:17])=[O:16])=[CH:13][CH:12]=1.[CH3:20][C:21]([CH3:26])([CH3:25])[CH2:22][CH:23]=O.C1(C)C=CC(S(O)(=O)=O)=CC=1. (5) The reactants are: Br[C:2]1[N:3]([CH2:10][C@:11]([OH:36])([CH3:35])[CH2:12][N:13]2[CH2:18][CH2:17][N:16]([C:19]([O:21][CH2:22][CH:23]=[CH:24][C:25]3[CH:30]=[CH:29][C:28]([C:31]([F:34])([F:33])[F:32])=[CH:27][CH:26]=3)=[O:20])[CH2:15][CH2:14]2)[CH:4]=[C:5]([N+:7]([O-:9])=[O:8])[N:6]=1.[H-].[Na+].C(OCC)(=O)C.O. Given the product [CH3:35][C@@:11]1([CH2:12][N:13]2[CH2:18][CH2:17][N:16]([C:19]([O:21][CH2:22][CH:23]=[CH:24][C:25]3[CH:30]=[CH:29][C:28]([C:31]([F:34])([F:33])[F:32])=[CH:27][CH:26]=3)=[O:20])[CH2:15][CH2:14]2)[O:36][C:2]2=[N:6][C:5]([N+:7]([O-:9])=[O:8])=[CH:4][N:3]2[CH2:10]1, predict the reactants needed to synthesize it. (6) Given the product [CH3:1][O:2][C:3]1[CH:4]=[C:5]([CH:49]=[CH:50][CH:51]=1)[CH2:6][N:7]([CH2:15][C@@H:16]([OH:48])[C@@H:17]([NH:27][C:28](=[O:47])[C:29]1[CH:30]=[C:31]([CH:44]([OH:46])[CH3:45])[CH:32]=[C:33]([NH:35][C:36](=[O:43])[C:37]2[CH:38]=[CH:39][CH:40]=[CH:41][CH:42]=2)[CH:34]=1)[CH2:18][C:19]1[CH:20]=[C:21]([F:26])[CH:22]=[C:23]([F:25])[CH:24]=1)[C:8](=[O:14])[O:9][C:10]([CH3:11])([CH3:12])[CH3:13], predict the reactants needed to synthesize it. The reactants are: [CH3:1][O:2][C:3]1[CH:4]=[C:5]([CH:49]=[CH:50][CH:51]=1)[CH2:6][N:7]([CH2:15][C@@H:16]([OH:48])[C@@H:17]([NH:27][C:28](=[O:47])[C:29]1[CH:34]=[C:33]([NH:35][C:36](=[O:43])[C:37]2[CH:42]=[CH:41][CH:40]=[CH:39][CH:38]=2)[CH:32]=[C:31]([C:44](=[O:46])[CH3:45])[CH:30]=1)[CH2:18][C:19]1[CH:24]=[C:23]([F:25])[CH:22]=[C:21]([F:26])[CH:20]=1)[C:8](=[O:14])[O:9][C:10]([CH3:13])([CH3:12])[CH3:11].[BH4-].[Na+].